From a dataset of Full USPTO retrosynthesis dataset with 1.9M reactions from patents (1976-2016). Predict the reactants needed to synthesize the given product. (1) The reactants are: [N+:1]([C:4]1[CH:11]=[C:10]([C:12]2[C:17]([C:18]([F:21])([F:20])[F:19])=[CH:16][CH:15]=[CH:14][N:13]=2)[CH:9]=[CH:8][C:5]=1[C:6]#[N:7])([O-])=O.Cl[Sn]Cl.[OH-].[Na+]. Given the product [NH2:1][C:4]1[CH:11]=[C:10]([C:12]2[C:17]([C:18]([F:21])([F:19])[F:20])=[CH:16][CH:15]=[CH:14][N:13]=2)[CH:9]=[CH:8][C:5]=1[C:6]#[N:7], predict the reactants needed to synthesize it. (2) Given the product [Cl:33][C:29]1[CH:28]=[C:27]2[C:32]([C:23]([NH:5][C:4]3[CH:6]=[C:7]([CH2:16][N:17]4[CH2:21][CH2:20][CH2:19][CH2:18]4)[C:8]([N:9]4[CH2:10][CH2:11][N:12]([CH3:15])[CH2:13][CH2:14]4)=[C:2]([CH3:1])[CH:3]=3)=[CH:24][CH:25]=[N:26]2)=[CH:31][CH:30]=1, predict the reactants needed to synthesize it. The reactants are: [CH3:1][C:2]1[CH:3]=[C:4]([CH:6]=[C:7]([CH2:16][N:17]2[CH2:21][CH2:20][CH2:19][CH2:18]2)[C:8]=1[N:9]1[CH2:14][CH2:13][N:12]([CH3:15])[CH2:11][CH2:10]1)[NH2:5].Cl[C:23]1[C:32]2[C:27](=[CH:28][C:29]([Cl:33])=[CH:30][CH:31]=2)[N:26]=[CH:25][CH:24]=1.Cl. (3) Given the product [CH2:1]([O:3][C:4](=[O:17])[C:5]1[CH:10]=[C:9]([S:11][C:12]2[C:23]3[C:22](=[CH:21][C:20]([Cl:19])=[CH:25][CH:24]=3)[NH:26][C:13]=2[CH3:14])[CH:8]=[C:7]([Br:16])[CH:6]=1)[CH3:2], predict the reactants needed to synthesize it. The reactants are: [CH2:1]([O:3][C:4](=[O:17])[C:5]1[CH:10]=[C:9]([S:11][CH2:12][C:13](=O)[CH3:14])[CH:8]=[C:7]([Br:16])[CH:6]=1)[CH3:2].Cl.[Cl:19][C:20]1[CH:21]=[C:22]([NH:26]N)[CH:23]=[CH:24][CH:25]=1. (4) The reactants are: [Cl:1][C:2]1[C:7]([CH3:8])=[C:6]([O:9][C@H:10]2[CH2:15][CH2:14][NH:13][CH2:12][C@H:11]2[F:16])[N:5]=[CH:4][N:3]=1.C(N(CC)CC)C.[C:24](=O)([O:30]C1C=CC([N+]([O-])=O)=CC=1)[O:25][C:26]1([CH3:29])[CH2:28][CH2:27]1. Given the product [Cl:1][C:2]1[N:3]=[CH:4][N:5]=[C:6]([O:9][C@H:10]2[CH2:15][CH2:14][N:13]([C:24]([O:25][C:26]3([CH3:29])[CH2:28][CH2:27]3)=[O:30])[CH2:12][C@H:11]2[F:16])[C:7]=1[CH3:8], predict the reactants needed to synthesize it. (5) Given the product [F:1][C:2]([F:15])([F:16])[CH2:3][NH:4][C:5]1[CH:6]=[CH:7][C:8]([C:9]([OH:11])=[O:10])=[CH:13][CH:14]=1, predict the reactants needed to synthesize it. The reactants are: [F:1][C:2]([F:16])([F:15])[CH2:3][NH:4][C:5]1[CH:14]=[CH:13][C:8]([C:9]([O:11]C)=[O:10])=[CH:7][CH:6]=1.CO.[OH-].[K+]. (6) Given the product [CH2:10]([O:12][C:13]([N:15]1[CH2:16][CH2:17][N:18]([CH:28]([C:27]2[C:22]([Cl:21])=[N:23][CH:24]=[CH:25][CH:26]=2)[C:9]#[C:8][C:4]2[CH:5]=[CH:6][CH:7]=[C:2]([Cl:1])[CH:3]=2)[CH2:19][CH2:20]1)=[O:14])[CH3:11], predict the reactants needed to synthesize it. The reactants are: [Cl:1][C:2]1[CH:3]=[C:4]([C:8]#[CH:9])[CH:5]=[CH:6][CH:7]=1.[CH2:10]([O:12][C:13]([N:15]1[CH2:20][CH2:19][NH:18][CH2:17][CH2:16]1)=[O:14])[CH3:11].[Cl:21][C:22]1[C:27]([CH:28]=O)=[CH:26][CH:25]=[CH:24][N:23]=1. (7) Given the product [F:1][C:2]1[CH:3]=[C:4]([N:9]2[C:14](=[O:15])[C:13]([O:16][C:17]3[CH:22]=[CH:21][C:20]([F:23])=[CH:19][CH:18]=3)=[C:12]([C:24]3[CH:29]=[CH:28][C:27]([S:30]([NH2:35])(=[O:32])=[O:31])=[C:26]([F:34])[CH:25]=3)[CH:11]=[N:10]2)[CH:5]=[CH:6][C:7]=1[F:8], predict the reactants needed to synthesize it. The reactants are: [F:1][C:2]1[CH:3]=[C:4]([N:9]2[C:14](=[O:15])[C:13]([O:16][C:17]3[CH:22]=[CH:21][C:20]([F:23])=[CH:19][CH:18]=3)=[C:12]([C:24]3[CH:29]=[CH:28][C:27]([S:30](C)(=[O:32])=[O:31])=[C:26]([F:34])[CH:25]=3)[CH:11]=[N:10]2)[CH:5]=[CH:6][C:7]=1[F:8].[NH3:35]. (8) Given the product [CH3:31][O:32][C:33]1[CH:38]=[CH:37][CH:36]=[CH:35][C:34]=1[C:16]1[CH:17]=[C:18]2[C:13](=[CH:14][CH:15]=1)[N:12]=[C:11]([N:9]1[CH:10]=[C:6]([C:4]([OH:3])=[O:5])[CH:7]=[N:8]1)[NH:20][C:19]2=[O:29], predict the reactants needed to synthesize it. The reactants are: C([O:3][C:4]([C:6]1[CH:7]=[N:8][N:9]([C:11]2[N:20](COCC[Si](C)(C)C)[C:19](=[O:29])[C:18]3[C:13](=[CH:14][CH:15]=[C:16](I)[CH:17]=3)[N:12]=2)[CH:10]=1)=[O:5])C.[CH3:31][O:32][C:33]1[CH:38]=[CH:37][CH:36]=[CH:35][C:34]=1B(O)O.